Dataset: Full USPTO retrosynthesis dataset with 1.9M reactions from patents (1976-2016). Task: Predict the reactants needed to synthesize the given product. (1) Given the product [N:35]1[CH:36]=[CH:37][CH:38]=[C:33]([C:30]2[CH:31]=[CH:32][C:27]([C:11]3[CH:12]=[C:13]([C:27]4[CH:28]=[CH:29][C:30]([C:33]5[CH:34]=[N:35][CH:36]=[CH:37][CH:38]=5)=[CH:31][CH:32]=4)[N:14]=[C:9]([C:4]4[CH:3]=[C:2]([C:41]5[CH:42]=[CH:43][CH:44]=[C:39]([C:48]6[CH:49]=[CH:50][CH:51]=[CH:52][CH:53]=6)[CH:40]=5)[CH:7]=[C:6]([C:43]5[CH:44]=[C:39]([C:48]6[CH:53]=[CH:52][CH:51]=[CH:50][CH:49]=6)[CH:40]=[CH:41][CH:42]=5)[CH:5]=4)[N:10]=3)=[CH:28][CH:29]=2)[CH:34]=1, predict the reactants needed to synthesize it. The reactants are: Cl[C:2]1[CH:3]=[C:4]([C:9]2[N:14]=[C:13](C3C=CC(C4C=NC=CC=4)=CC=3)[CH:12]=[C:11]([C:27]3[CH:32]=[CH:31][C:30]([C:33]4[CH:34]=[N:35][CH:36]=[CH:37][CH:38]=4)=[CH:29][CH:28]=3)[N:10]=2)[CH:5]=[C:6](Cl)[CH:7]=1.[C:39]1([C:48]2[CH:53]=[CH:52][CH:51]=[CH:50][CH:49]=2)[C:40](B(O)O)=[CH:41][CH:42]=[CH:43][CH:44]=1.P([O-])([O-])([O-])=O.[K+].[K+].[K+]. (2) Given the product [C:1]([O:9][CH2:10][C@@:11]1([F:26])[O:12][C@H:13]2[N:18]3[CH:23]=[CH:22][C:21](=[O:24])[N:20]=[C:19]3[O:17][CH:14]2[C@@H:15]1[OH:16])(=[O:8])[C:2]1[CH:3]=[CH:4][CH:5]=[CH:6][CH:7]=1, predict the reactants needed to synthesize it. The reactants are: [C:1]([O:9][CH2:10][C@:11]1([F:26])[C@@H:15]([OH:16])[C@@H:14]([OH:17])[C@H:13]([N:18]2[CH:23]=[CH:22][C:21](=[O:24])[NH:20][C:19]2=O)[O:12]1)(=[O:8])[C:2]1[CH:7]=[CH:6][CH:5]=[CH:4][CH:3]=1.C1(OC(=O)OC2C=CC=CC=2)C=CC=CC=1.C(=O)(O)[O-].[Na+].CCOC(C)=O. (3) Given the product [C:32]([C:36]1[CH:37]=[C:38]2[C:43](=[C:44]([F:46])[CH:45]=1)[C:42](=[O:47])[N:41]([C:48]1[N:55]=[CH:54][CH:53]=[C:52]([C:18]3[CH:19]=[C:14]([NH:13][C:11]4[CH:12]=[C:6]5[CH2:5][N:4]([CH2:3][CH:2]([F:31])[F:1])[CH2:9][CH2:8][N:7]5[N:10]=4)[C:15](=[O:30])[N:16]([CH3:29])[CH:17]=3)[C:49]=1[CH:50]=[O:51])[N:40]=[CH:39]2)([CH3:35])([CH3:33])[CH3:34], predict the reactants needed to synthesize it. The reactants are: [F:1][CH:2]([F:31])[CH2:3][N:4]1[CH2:9][CH2:8][N:7]2[N:10]=[C:11]([NH:13][C:14]3[C:15](=[O:30])[N:16]([CH3:29])[CH:17]=[C:18](B4OC(C)(C)C(C)(C)O4)[CH:19]=3)[CH:12]=[C:6]2[CH2:5]1.[C:32]([C:36]1[CH:37]=[C:38]2[C:43](=[C:44]([F:46])[CH:45]=1)[C:42](=[O:47])[N:41]([C:48]1[N:55]=[CH:54][CH:53]=[C:52](Cl)[C:49]=1[CH:50]=[O:51])[N:40]=[CH:39]2)([CH3:35])([CH3:34])[CH3:33].[O-]P([O-])([O-])=O.[K+].[K+].[K+].C([O-])(=O)C.[Na+]. (4) Given the product [CH3:1][C:2]1([CH3:15])[O:7][C:6]2[CH:8]=[CH:9][C:10]([N+:12]([O-:14])=[O:13])=[CH:11][C:5]=2[N:4]([C:25](=[O:28])[CH:26]=[CH2:27])[CH2:3]1, predict the reactants needed to synthesize it. The reactants are: [CH3:1][C:2]1([CH3:15])[O:7][C:6]2[CH:8]=[CH:9][C:10]([N+:12]([O-:14])=[O:13])=[CH:11][C:5]=2[NH:4][CH2:3]1.C(N(C(C)C)CC)(C)C.[C:25](Cl)(=[O:28])[CH:26]=[CH2:27]. (5) Given the product [CH2:21]([S:28][C:2]1[C:11]([N+:12]([O-:14])=[O:13])=[CH:10][CH:9]=[CH:8][C:3]=1[C:4]([O:6][CH3:7])=[O:5])[C:22]1[CH:27]=[CH:26][CH:25]=[CH:24][CH:23]=1, predict the reactants needed to synthesize it. The reactants are: Cl[C:2]1[C:11]([N+:12]([O-:14])=[O:13])=[CH:10][CH:9]=[CH:8][C:3]=1[C:4]([O:6][CH3:7])=[O:5].C(=O)([O-])[O-].[K+].[K+].[CH2:21]([SH:28])[C:22]1[CH:27]=[CH:26][CH:25]=[CH:24][CH:23]=1. (6) Given the product [CH3:1][CH:2]([NH:6][C:12](=[O:13])[C:11]1[CH:10]=[C:9]([O:8][CH3:7])[C:17]([O:18][CH2:19][C:20]#[CH:21])=[C:16]([O:22][CH3:23])[CH:15]=1)[CH2:3][CH2:4][CH3:5], predict the reactants needed to synthesize it. The reactants are: [CH3:1][CH:2]([NH2:6])[CH2:3][CH2:4][CH3:5].[CH3:7][O:8][C:9]1[CH:10]=[C:11]([CH:15]=[C:16]([O:22][CH3:23])[C:17]=1[O:18][CH2:19][C:20]#[CH:21])[C:12](Cl)=[O:13]. (7) Given the product [CH3:27][C:26]1[S:3][C:2]([NH:1][C@H:4]([C:15]2[N:16]=[C:17]([C:20]3[CH:21]=[CH:22][CH:23]=[CH:24][CH:25]=3)[S:18][CH:19]=2)[CH2:5][C:6]2[CH:11]=[CH:10][C:9]([N+:12]([O-:14])=[O:13])=[CH:8][CH:7]=2)=[N:30][N:29]=1, predict the reactants needed to synthesize it. The reactants are: [N:1]([C@H:4]([C:15]1[N:16]=[C:17]([C:20]2[CH:25]=[CH:24][CH:23]=[CH:22][CH:21]=2)[S:18][CH:19]=1)[CH2:5][C:6]1[CH:11]=[CH:10][C:9]([N+:12]([O-:14])=[O:13])=[CH:8][CH:7]=1)=[C:2]=[S:3].[C:26]([NH:29][NH2:30])(=O)[CH3:27]. (8) Given the product [CH3:36][S:37][CH2:38][C:39]1[N:43]([CH:11]2[CH2:12][CH2:13][N:14]([C:17]3[CH:22]=[CH:21][C:20]([N:23]4[CH2:27][C@H:26]([CH2:28][NH:29][C:30](=[O:32])[CH3:31])[O:25][C:24]4=[O:33])=[CH:19][C:18]=3[F:34])[CH2:15][CH2:16]2)[N:42]=[N:41][N:40]=1, predict the reactants needed to synthesize it. The reactants are: C1(C)C=CC(S(O[CH:11]2[CH2:16][CH2:15][N:14]([C:17]3[CH:22]=[CH:21][C:20]([N:23]4[CH2:27][C@H:26]([CH2:28][NH:29][C:30](=[O:32])[CH3:31])[O:25][C:24]4=[O:33])=[CH:19][C:18]=3[F:34])[CH2:13][CH2:12]2)(=O)=O)=CC=1.[CH3:36][S:37][CH2:38][C:39]1[NH:43][N:42]=[N:41][N:40]=1.C([O-])([O-])=O.[K+].[K+].O. (9) Given the product [F:1][C:2]1[C:3]([C:16]2[N:21]=[N:20][C:19]([N:22]([CH3:33])[CH:23]3[CH2:24][C:25]([CH3:31])([CH3:32])[NH:26][C:27]([CH3:30])([CH3:29])[CH2:28]3)=[CH:18][CH:17]=2)=[C:4]([OH:14])[CH:5]=[C:6]([C:8]2[CH:9]=[N:10][N:11]([CH3:13])[CH:12]=2)[CH:7]=1, predict the reactants needed to synthesize it. The reactants are: [F:1][C:2]1[CH:7]=[C:6]([C:8]2[CH:9]=[N:10][N:11]([CH3:13])[CH:12]=2)[CH:5]=[C:4]([O:14]C)[C:3]=1[C:16]1[N:21]=[N:20][C:19]([N:22]([CH3:33])[CH:23]2[CH2:28][C:27]([CH3:30])([CH3:29])[NH:26][C:25]([CH3:32])([CH3:31])[CH2:24]2)=[CH:18][CH:17]=1.FC1C=CC=C(OC)C=1C1N=NC(N(C)C2CC(C)(C)NC(C)(C)C2)=C(C2C=NN(C)C=2)C=1.B(Br)(Br)Br.Cl.